Dataset: Reaction yield outcomes from USPTO patents with 853,638 reactions. Task: Predict the reaction yield, written as a fraction of the theoretical maximum amount of product (1.0 means a 100% yield; for example, 0.34 means a 34% yield). (1) The catalyst is O. The product is [Cl:10][C:9]1[NH:5][N:6]=[C:7]([C:20]([F:21])([F:23])[F:22])[C:8]=1[CH2:11][S:12][C:13]1[CH2:17][C:16]([CH3:19])([CH3:18])[O:15][N:14]=1. The reactants are C([N:5]1[C:9]([Cl:10])=[C:8]([CH2:11][S:12][C:13]2[CH2:17][C:16]([CH3:19])([CH3:18])[O:15][N:14]=2)[C:7]([C:20]([F:23])([F:22])[F:21])=[N:6]1)(C)(C)C.Br.C(O)(=O)C. The yield is 0.606. (2) The reactants are [Cl:1][C:2]1[CH:3]=[CH:4][CH:5]=[C:6]2[C:11]=1[N:10]=[C:9]([S:12][CH2:13][CH3:14])[CH:8]=[C:7]2[OH:15].C(=O)([O-])[O-].[Cs+].[Cs+].[CH3:22][O:23][C:24]1[CH:31]=[CH:30][C:27]([CH2:28]Cl)=[CH:26][CH:25]=1. The catalyst is CN(C)C=O.C(OCC)(=O)C. The product is [Cl:1][C:2]1[CH:3]=[CH:4][CH:5]=[C:6]2[C:11]=1[N:10]=[C:9]([S:12][CH2:13][CH3:14])[CH:8]=[C:7]2[O:15][CH2:28][C:27]1[CH:30]=[CH:31][C:24]([O:23][CH3:22])=[CH:25][CH:26]=1. The yield is 0.670. (3) The reactants are [Br:1][C:2]1[CH:3]=[C:4]([N:9]2C(=O)[O:12][N:11]=[C:10]2[C:15]2[C:16]([NH:20][CH2:21][CH2:22][CH2:23][NH:24][S:25]([NH2:28])(=[O:27])=[O:26])=[N:17][O:18][N:19]=2)[CH:5]=[CH:6][C:7]=1[F:8].[OH-].[Na+].C(O)(=O)C. The catalyst is CO. The product is [NH2:28][S:25]([NH:24][CH2:23][CH2:22][CH2:21][NH:20][C:16]1[C:15]([C:10](=[N:11][OH:12])[NH:9][C:4]2[CH:5]=[CH:6][C:7]([F:8])=[C:2]([Br:1])[CH:3]=2)=[N:19][O:18][N:17]=1)(=[O:26])=[O:27]. The yield is 0.420.